This data is from Drug-target binding data from BindingDB using IC50 measurements. The task is: Regression. Given a target protein amino acid sequence and a drug SMILES string, predict the binding affinity score between them. We predict pIC50 (pIC50 = -log10(IC50 in M); higher means more potent). Dataset: bindingdb_ic50. (1) The drug is CCOC(=O)c1c(CCCCCCCCOC2CCCCO2)cccc1OC. The target protein (P22513) has sequence MPIKVGINGFGRIGRMVFQALCEDGLLGTEIDVVAVVDMNTDAEYFAYQMRYDTVHGKFKYEVTTTKSSPSVAKDDTLVVNGHRILCVKAQRNPADLPWGKLGVEYVIESTGLFTAKAAAEGHLRGGARKVVISAPASGGAKTLVMGVNHHEYNPSEHHVVSNASCTTNCLAPIVHVLVKEGFGVQTGLMTTIHSYTATQKTVDGVSVKDWRGGRAAAVNIIPSTTGAAKAVGMVIPSTQGKLTGMSFRVPTPDVSVVDLTFTAARDTSIQEIDAALKRASKTYMKGILGYTDEELVSADFINDNRSSIYDSKATLQNNLPKERRFFKIVSWYDNEWGYSHRVVDLVRHMASKDRSARL. The pIC50 is 3.6. (2) The compound is O=C(CNC(=O)NC1CCCCC1)N[C@@H](Cc1cnc[nH]1)C(=O)O. The target protein (P34914) has sequence MALRVAAFDLDGVLALPSIAGAFRRSEEALALPRDFLLGAYQTEFPEGPTEQLMKGKITFSQWVPLMDESYRKSSKACGANLPENFSISQIFSQAMAARSINRPMLQAAIALKKKGFTTCIVTNNWLDDGDKRDSLAQMMCELSQHFDFLIESCQVGMIKPEPQIYNFLLDTLKAKPNEVVFLDDFGSNLKPARDMGMVTILVHNTASALRELEKVTGTQFPEAPLPVPCNPNDVSHGYVTVKPGIRLHFVEMGSGPALCLCHGFPESWFSWRYQIPALAQAGFRVLAIDMKGYGDSSSPPEIEEYAMELLCKEMVTFLDKLGIPQAVFIGHDWAGVMVWNMALFYPERVRAVASLNTPFMPPDPDVSPMKVIRSIPVFNYQLYFQEPGVAEAELEKNMSRTFKSFFRASDETGFIAVHKATEIGGILVNTPEDPNLSKITTEEEIEFYIQQFKKTGFRGPLNWYRNTERNWKWSCKGLGRKILVPALMVTAEKDIVLRP.... The pIC50 is 4.4. (3) The drug is c1ccc(-c2nnn[nH]2)c(-c2ccc(Cn3cnc4ccccc43)cc2)c1. The target protein (P16444) has sequence MWSGWWLWPLVAVCTADFFRDEAERIMRDSPVIDGHNDLPWQLLDMFNNRLQDERANLTTLAGTHTNIPKLRAGFVGGQFWSVYTPCDTQNKDAVRRTLEQMDVVHRMCRMYPETFLYVTSSAGIRQAFREGKVASLIGVEGGHSIDSSLGVLRALYQLGMRYLTLTHSCNTPWADNWLVDTGDSEPQSQGLSPFGQRVVKELNRLGVLIDLAHVSVATMKATLQLSRAPVIFSHSSAYSVCASRRNVPDDVLRLVKQTDSLVMVNFYNNYISCTNKANLSQVADHLDHIKEVAGARAVGFGGDFDGVPRVPEGLEDVSKYPDLIAELLRRNWTEAEVKGALADNLLRVFEAVEQASNLTQAPEEEPIPLDQLGGSCRTHYGYSSGASSLHRHWGLLLASLAPLVLCLSLL. The pIC50 is 3.3. (4) The small molecule is c1ccc2c(c1)CCC(CNCCCNc1nccs1)O2. The target protein (P28221) has sequence MSPLNQSAEGLPQEASNRSLNATETSEAWDPRTLQALKISLAVVLSVITLATVLSNAFVLTTILLTRKLHTPANYLIGSLATTDLLVSILVMPISIAYTITHTWNFGQILCDIWLSSDITCCTASILHLCVIALDRYWAITDALEYSKRRTAGHAATMIAIVWAISICISIPPLFWRQAKAQEEMSDCLVNTSQISYTIYSTCGAFYIPSVLLIILYGRIYRAARNRILNPPSLYGKRFTTAHLITGSAGSSLCSLNSSLHEGHSHSAGSPLFFNHVKIKLADSALERKRISAARERKATKILGIILGAFIICWLPFFVVSLVLPICRDSCWIHPALFDFFTWLGYLNSLINPIIYTVFNEEFRQAFQKIVPFRKAS. The pIC50 is 8.1. (5) The drug is CC(C)[C@H](NS(=O)(=O)c1ccc(-c2ccc(NC(=O)c3cc4cc(N)ccc4o3)cc2)cc1)C(=O)O. The target protein (O77656) has sequence MHPRVLAGFLFFSWTACWSLPLPSDGDSEDLSEEDFQFAESYLKSYYYPQNPAGILKKTAASSVIDRLREMQSFFGLEVTGRLDDNTLDIMKKPRCGVPDVGEYNVFPRTLKWSKMNLTYRIVNYTPDLTHSEVEKAFRKAFKVWSDVTPLNFTRIHNGTADIMISFGTKEHGDFYPFDGPSGLLAHAFPPGPNYGGDAHFDDDETWTSSSKGYNLFLVAAHEFGHSLGLDHSKDPGALMFPIYTYTGKSHFMLPDDDVQGIQSLYGPGDEDPYSKHPKTPDKCDPSLSLDAITSLRGETLIFKDRFFWRLHPQQVEAELFLTKSFGPELPNRIDAAYEHPSHDLIFIFRGRKFWALSGYDILEDYPKKISELGFPKHVKKISAALHFEDSGKTLFFSENQVWSYDDTNHVMDKDYPRLIEEVFPGIGDKVDAVYQKNGYIYFFNGPIQFEYSIWSNRIVRVMTTNSLLWC. The pIC50 is 8.8. (6) The compound is CCCN(CCC)C1CCc2cccc(O)c2C1. The target protein (P18130) has sequence MVFLSGNASDSSNCTHPPPPVNISKAILLGVILGGLILFGVLGNILVILSVACHRHLHSVTHYYIVNLAVADLLLTSTVLPFSAIFEILGYWAFGRVFCNVWAAVDVLCCTASIMGLCIISIDRYIGVSYPLRYPTIVTQKRGLMALLCVWALSLVISIGPLFGWRQPAPEDETICQINEEPGYVLFSALGSFYVPLTIILVMYCRVYVVAKRESRGLKSGLKTDKSDSEQVTLRIHRKNAQVGGSGVTSAKNKTHFSVRLLKFSREKKAAKTLGIVVGCFVLCWLPFFLVMPIGSFFPDFRPSETVFKIAFWLGYLNSCINPIIYPCSSQEFKKAFQNVLRIQCLRRKQSSKHTLGYTLHAPSHVLEGQHKDLVRIPVGSAETFYKISKTDGVCEWKIFSSLPRGSARMAVARDPSACTTARVRSKSFLQVCCCLGPSTPSHGENHQIPTIKIHTISLSENGEEV. The pIC50 is 4.5. (7) The compound is c1ccc2c(-c3cnn4cc(-c5ccc(N6CCNCC6)cc5)cnc34)ccnc2c1. The target protein (P36894) has sequence MPQLYIYIRLLGAYLFIISRVQGQNLDSMLHGTGMKSDSDQKKSENGVTLAPEDTLPFLKCYCSGHCPDDAINNTCITNGHCFAIIEEDDQGETTLASGCMKYEGSDFQCKDSPKAQLRRTIECCRTNLCNQYLQPTLPPVVIGPFFDGSIRWLVLLISMAVCIIAMIIFSSCFCYKHYCKSISSRRRYNRDLEQDEAFIPVGESLKDLIDQSQSSGSGSGLPLLVQRTIAKQIQMVRQVGKGRYGEVWMGKWRGEKVAVKVFFTTEEASWFRETEIYQTVLMRHENILGFIAADIKGTGSWTQLYLITDYHENGSLYDFLKCATLDTRALLKLAYSAACGLCHLHTEIYGTQGKPAIAHRDLKSKNILIKKNGSCCIADLGLAVKFNSDTNEVDVPLNTRVGTKRYMAPEVLDESLNKNHFQPYIMADIYSFGLIIWEMARRCITGGIVEEYQLPYYNMVPSDPSYEDMREVVCVKRLRPIVSNRWNSDECLRAVLKLM.... The pIC50 is 8.6.